Dataset: Full USPTO retrosynthesis dataset with 1.9M reactions from patents (1976-2016). Task: Predict the reactants needed to synthesize the given product. (1) Given the product [O:21]1[C:22]2[C:17](=[CH:16][CH:15]=[CH:14][CH:23]=2)[CH:18]=[CH:19][C:20]1=[O:24], predict the reactants needed to synthesize it. The reactants are: C(N(CC)CC)C.ClC(CCO[C:14]1[CH:23]=[C:22]2[C:17]([CH:18]=[CH:19][C:20](=[O:24])[O:21]2)=[CH:16][CH:15]=1)=O. (2) Given the product [Cl:1][C:2]1[CH:7]=[C:6]2[NH:8][C:9](=[O:38])[C:10]3([CH:15]([C:16]4[CH:21]=[C:20]([Cl:22])[CH:19]=[CH:18][C:17]=4[O:23][C:24]([C:25](=[O:26])[NH:70][CH2:71][CH2:72][OH:73])([CH3:28])[CH3:27])[CH2:14][C:13](=[O:29])[NH:12][CH:11]3[C:30]3[CH:35]=[C:34]([F:36])[CH:33]=[CH:32][C:31]=3[CH3:37])[C:5]2=[CH:4][CH:3]=1, predict the reactants needed to synthesize it. The reactants are: [Cl:1][C:2]1[CH:7]=[C:6]2[NH:8][C:9](=[O:38])[C:10]3([CH:15]([C:16]4[CH:21]=[C:20]([Cl:22])[CH:19]=[CH:18][C:17]=4[O:23][C:24]([CH3:28])([CH3:27])[CH2:25][OH:26])[CH2:14][C:13](=[O:29])[NH:12][CH:11]3[C:30]3[CH:35]=[C:34]([F:36])[CH:33]=[CH:32][C:31]=3[CH3:37])[C:5]2=[CH:4][CH:3]=1.CCN=C=NCCCN(C)C.Cl.C1C=CC2N(O)N=NC=2C=1.CCN(C(C)C)C(C)C.[NH2:70][CH2:71][CH2:72][OH:73].